Dataset: NCI-60 drug combinations with 297,098 pairs across 59 cell lines. Task: Regression. Given two drug SMILES strings and cell line genomic features, predict the synergy score measuring deviation from expected non-interaction effect. Drug 1: C1=CC(=CC=C1C#N)C(C2=CC=C(C=C2)C#N)N3C=NC=N3. Drug 2: B(C(CC(C)C)NC(=O)C(CC1=CC=CC=C1)NC(=O)C2=NC=CN=C2)(O)O. Cell line: EKVX. Synergy scores: CSS=29.7, Synergy_ZIP=0.258, Synergy_Bliss=-2.46, Synergy_Loewe=-4.42, Synergy_HSA=-6.43.